Task: Predict the reaction yield, written as a fraction of the theoretical maximum amount of product (1.0 means a 100% yield; for example, 0.34 means a 34% yield).. Dataset: Reaction yield outcomes from USPTO patents with 853,638 reactions (1) The reactants are F[C:2](F)(F)[C:3]([OH:5])=O.F[C:9](F)(F)[C:10]([OH:12])=O.[NH2:15][C:16]1[N:21]=[CH:20][N:19]=[C:18]2[N:22]([CH:26]([C:28]3[CH:35]=[C:34](C)[C:31]([C:32]#[N:33])=[C:30]([CH:37]4CNC4)[C:29]=3OCC)[CH3:27])[N:23]=[C:24]([CH3:25])[C:17]=12.C[CH2:45][N:46](C(C)C)[CH:47](C)C.O1[CH2:55][CH2:54]1.O1CCC[CH2:57]1. No catalyst specified. The product is [NH2:15][C:16]1[N:21]=[CH:20][N:19]=[C:18]2[N:22]([CH:26]([C:28]3[CH:29]=[C:30]([CH3:37])[C:31]([C:32]#[N:33])=[C:34]([CH:55]4[CH2:54][N:46]([CH2:47][C:10]([OH:12])([CH3:9])[CH3:57])[CH2:45]4)[C:35]=3[O:5][CH2:3][CH3:2])[CH3:27])[N:23]=[C:24]([CH3:25])[C:17]=12. The yield is 0.500. (2) No catalyst specified. The reactants are [CH:1](=O)[C:2]1[CH:7]=[CH:6][CH:5]=[CH:4][CH:3]=1.[C:9]([NH2:13])([CH3:12])([CH3:11])[CH3:10]. The yield is 0.980. The product is [CH:1](=[N:13][C:9]([CH3:12])([CH3:11])[CH3:10])[C:2]1[CH:7]=[CH:6][CH:5]=[CH:4][CH:3]=1. (3) The reactants are C(=O)([O-])[O-].[Na+].[Na+].[F:7][C:8]1[C:9](B(O)O)=[CH:10][C:11]([O:14][CH3:15])=[N:12][CH:13]=1.[Cl:19][C:20]1[N:25]=[C:24](Cl)[CH:23]=[CH:22][N:21]=1.O1CCOCC1.O. The catalyst is O.C1C=CC(P(C2C=CC=CC=2)[C-]2C=CC=C2)=CC=1.C1C=CC(P(C2C=CC=CC=2)[C-]2C=CC=C2)=CC=1.Cl[Pd]Cl.[Fe+2]. The product is [Cl:19][C:20]1[N:25]=[C:24]([C:9]2[C:8]([F:7])=[CH:13][N:12]=[C:11]([O:14][CH3:15])[CH:10]=2)[CH:23]=[CH:22][N:21]=1. The yield is 0.990. (4) The yield is 0.380. The reactants are [CH:1]1[C:10]2[C:5](=[CH:6][CH:7]=[CH:8][CH:9]=2)[CH:4]=[CH:3][C:2]=1[C:11]([OH:13])=O.[CH2:14]([O:16][C:17](=[O:36])[CH2:18][CH2:19][C:20]1[CH:25]=[CH:24][CH:23]=[C:22]([N:26]2[C:30]([NH2:31])=[CH:29][C:28]([C:32]([CH3:35])([CH3:34])[CH3:33])=[N:27]2)[CH:21]=1)[CH3:15]. The catalyst is O=S(Cl)Cl.C(Cl)Cl. The product is [CH2:14]([O:16][C:17](=[O:36])[CH2:18][CH2:19][C:20]1[CH:25]=[CH:24][CH:23]=[C:22]([N:26]2[C:30]([NH:31][C:11]([C:2]3[CH:3]=[CH:4][C:5]4[C:10](=[CH:9][CH:8]=[CH:7][CH:6]=4)[CH:1]=3)=[O:13])=[CH:29][C:28]([C:32]([CH3:35])([CH3:34])[CH3:33])=[N:27]2)[CH:21]=1)[CH3:15].